Dataset: HIV replication inhibition screening data with 41,000+ compounds from the AIDS Antiviral Screen. Task: Binary Classification. Given a drug SMILES string, predict its activity (active/inactive) in a high-throughput screening assay against a specified biological target. (1) The compound is CNN=C(C)C(CN(C)C)C(c1ccccc1)c1c(O)c2ccccc2oc1=O. The result is 0 (inactive). (2) The compound is COc1cc2ccc1-c1cc(ccc1O)CC1c3cc4c(cc3CCN1C)Oc1c(OC)cc3c(c1O4)C(C2)N(C)CC3. The result is 0 (inactive). (3) The molecule is CCC(CC)(CO)CNc1cc(Cl)nc(N)n1. The result is 0 (inactive).